Dataset: Forward reaction prediction with 1.9M reactions from USPTO patents (1976-2016). Task: Predict the product of the given reaction. (1) Given the reactants [Cl:1][C:2]1[CH:3]=[C:4]2[C:8](=[CH:9][CH:10]=1)[NH:7][CH:6]=[C:5]2[CH2:11][CH2:12][NH:13][C:14](=[O:23])[C:15]1[CH:20]=[CH:19][C:18]([CH2:21]Cl)=[CH:17][CH:16]=1.[F:24][C:25]1[CH:30]=[CH:29][CH:28]=[CH:27][C:26]=1B(O)O.C(=O)([O-])[O-].[Na+].[Na+].[I-].[Na+], predict the reaction product. The product is: [Cl:1][C:2]1[CH:3]=[C:4]2[C:8](=[CH:9][CH:10]=1)[NH:7][CH:6]=[C:5]2[CH2:11][CH2:12][NH:13][C:14](=[O:23])[C:15]1[CH:20]=[CH:19][C:18]([CH2:21][C:26]2[CH:27]=[CH:28][CH:29]=[CH:30][C:25]=2[F:24])=[CH:17][CH:16]=1. (2) Given the reactants [CH3:1][C:2]([CH3:8])([CH3:7])[CH2:3][CH2:4][Mg]Cl.[CH2:9]([O:11][C:12](=[O:21])[C:13]1[CH:18]=[CH:17][C:16]([Cl:19])=[C:15](Br)[CH:14]=1)[CH3:10], predict the reaction product. The product is: [CH2:9]([O:11][C:12](=[O:21])[C:13]1[CH:18]=[CH:17][C:16]([Cl:19])=[C:15]([CH2:4][CH2:3][C:2]([CH3:8])([CH3:7])[CH3:1])[CH:14]=1)[CH3:10].